Regression. Given a peptide amino acid sequence and an MHC pseudo amino acid sequence, predict their binding affinity value. This is MHC class II binding data. From a dataset of Peptide-MHC class II binding affinity with 134,281 pairs from IEDB. (1) The peptide sequence is AGWDTVLQSITTILA. The MHC is DRB3_0202 with pseudo-sequence DRB3_0202. The binding affinity (normalized) is 0.0333. (2) The peptide sequence is IMAYVTGGLVQQTSQ. The MHC is DRB1_0101 with pseudo-sequence DRB1_0101. The binding affinity (normalized) is 0.617. (3) The peptide sequence is KDKTDIHRLEPVKCD. The MHC is HLA-DQA10501-DQB10402 with pseudo-sequence HLA-DQA10501-DQB10402. The binding affinity (normalized) is 0.247. (4) The peptide sequence is LDVMASQYRPSQR. The MHC is H-2-IAu with pseudo-sequence H-2-IAu. The binding affinity (normalized) is 0.778. (5) The peptide sequence is TAAATAPADDKFTVF. The MHC is HLA-DPA10103-DPB10201 with pseudo-sequence HLA-DPA10103-DPB10201. The binding affinity (normalized) is 0.127. (6) The peptide sequence is PFNASDSVGQQIKVI. The MHC is DRB4_0101 with pseudo-sequence DRB4_0103. The binding affinity (normalized) is 0.388.